From a dataset of Forward reaction prediction with 1.9M reactions from USPTO patents (1976-2016). Predict the product of the given reaction. (1) Given the reactants [CH3:1][O:2][C:3](=[O:19])[C:4]1[CH:13]=[C:12]([O:14][CH:15]([CH3:17])[CH3:16])[CH:11]=[C:6]([C:7]([O:9][CH3:10])=[O:8])[C:5]=1[CH3:18].C1C(=O)N([Br:27])C(=O)C1.CC(N=NC(C#N)(C)C)(C#N)C, predict the reaction product. The product is: [CH3:10][O:9][C:7](=[O:8])[C:6]1[CH:11]=[C:12]([O:14][CH:15]([CH3:16])[CH3:17])[CH:13]=[C:4]([C:3]([O:2][CH3:1])=[O:19])[C:5]=1[CH2:18][Br:27]. (2) Given the reactants [CH:1]1([CH2:4][C:5]2[C:6]3[N:7]([C:11]([C:21]4[CH:26]=[CH:25][N:24]=[C:23](S(C)(=O)=O)[N:22]=4)=[C:12]([C:14]4[CH:19]=[CH:18][C:17]([F:20])=[CH:16][CH:15]=4)[N:13]=3)[CH:8]=[CH:9][N:10]=2)[CH2:3][CH2:2]1.[NH2:31][CH2:32][C:33]([CH3:37])([CH3:36])[CH2:34][OH:35], predict the reaction product. The product is: [CH:1]1([CH2:4][C:5]2[C:6]3[N:7]([C:11]([C:21]4[CH:26]=[CH:25][N:24]=[C:23]([NH:31][CH2:32][C:33]([CH3:37])([CH3:36])[CH2:34][OH:35])[N:22]=4)=[C:12]([C:14]4[CH:19]=[CH:18][C:17]([F:20])=[CH:16][CH:15]=4)[N:13]=3)[CH:8]=[CH:9][N:10]=2)[CH2:3][CH2:2]1.